Dataset: Forward reaction prediction with 1.9M reactions from USPTO patents (1976-2016). Task: Predict the product of the given reaction. (1) Given the reactants [CH3:1][O:2][C:3]12[CH2:10][CH2:9][C:6](/[CH:11]=[CH:12]/[C:13]([O:15][CH3:16])=[O:14])([CH2:7][CH2:8]1)[CH2:5][CH2:4]2, predict the reaction product. The product is: [CH3:1][O:2][C:3]12[CH2:10][CH2:9][C:6]([CH2:11][CH2:12][C:13]([O:15][CH3:16])=[O:14])([CH2:7][CH2:8]1)[CH2:5][CH2:4]2. (2) Given the reactants [CH2:1]([NH:8][C:9]1[C:10]([CH3:20])=[C:11]([NH:15][S:16]([CH3:19])(=[O:18])=[O:17])[CH:12]=[CH:13][CH:14]=1)[C:2]1[CH:7]=[CH:6][CH:5]=[CH:4][CH:3]=1.[F:21][C:22]1[CH:29]=[C:28]([F:30])[CH:27]=[CH:26][C:23]=1[CH:24]=O, predict the reaction product. The product is: [CH2:1]([N:8]([CH2:24][C:23]1[CH:26]=[CH:27][C:28]([F:30])=[CH:29][C:22]=1[F:21])[C:9]1[C:10]([CH3:20])=[C:11]([NH:15][S:16]([CH3:19])(=[O:18])=[O:17])[CH:12]=[CH:13][CH:14]=1)[C:2]1[CH:3]=[CH:4][CH:5]=[CH:6][CH:7]=1. (3) Given the reactants [Cl:1][C:2]1[CH:3]=[CH:4][C:5]([OH:18])=[C:6]([O:8][C:9]2[O:13][C:12]([C:14]([O:16][CH3:17])=[O:15])=[CH:11][CH:10]=2)[CH:7]=1.[CH2:19](Br)[C:20]1[CH:25]=[CH:24][CH:23]=[CH:22][CH:21]=1.C(=O)([O-])[O-].[K+].[K+], predict the reaction product. The product is: [Cl:1][C:2]1[CH:3]=[CH:4][C:5]([O:18][CH2:19][C:20]2[CH:25]=[CH:24][CH:23]=[CH:22][CH:21]=2)=[C:6]([O:8][C:9]2[O:13][C:12]([C:14]([O:16][CH3:17])=[O:15])=[CH:11][CH:10]=2)[CH:7]=1. (4) Given the reactants [C:1]([CH2:4][N:5]([C:10]1[CH:15]=[CH:14][C:13]([NH:16]/[C:17](=[C:24]2\[C:25](=[O:33])[NH:26][C:27]3[C:32]\2=[CH:31][CH:30]=[CH:29][CH:28]=3)/[C:18]2[CH:23]=[CH:22][CH:21]=[CH:20][CH:19]=2)=[CH:12][CH:11]=1)[S:6]([CH3:9])(=[O:8])=[O:7])([OH:3])=O.[NH4+].O[N:36]1C(=O)CCC1=O.CN(C(ON1N=NC2C=CC=CC1=2)=[N+](C)C)C.[B-](F)(F)(F)F.C(N(CC)CC)C, predict the reaction product. The product is: [NH2:36][C:1]([CH2:4][N:5]([C:10]1[CH:11]=[CH:12][C:13]([NH:16]/[C:17](=[C:24]2\[C:25](=[O:33])[NH:26][C:27]3[C:32]\2=[CH:31][CH:30]=[CH:29][CH:28]=3)/[C:18]2[CH:23]=[CH:22][CH:21]=[CH:20][CH:19]=2)=[CH:14][CH:15]=1)[S:6]([CH3:9])(=[O:8])=[O:7])=[O:3]. (5) Given the reactants [Br:1][C:2]1[CH:12]=[CH:11][C:5]([CH:6]=[CH:7][C:8]([OH:10])=O)=[CH:4][CH:3]=1.C(Cl)CCl.C1C=CC2N(O)N=NC=2C=1.CCN(C(C)C)C(C)C.[CH2:36]1[C:39]2([CH2:44][CH2:43][N:42]([C:45]([O:47][C:48]([CH3:51])([CH3:50])[CH3:49])=[O:46])[CH2:41][CH2:40]2)[CH2:38][NH:37]1, predict the reaction product. The product is: [C:48]([O:47][C:45]([N:42]1[CH2:41][CH2:40][C:39]2([CH2:38][N:37]([C:8](=[O:10])/[CH:7]=[CH:6]/[C:5]3[CH:4]=[CH:3][C:2]([Br:1])=[CH:12][CH:11]=3)[CH2:36]2)[CH2:44][CH2:43]1)=[O:46])([CH3:51])([CH3:49])[CH3:50]. (6) Given the reactants [O:1]=[C:2]1[C:10]2([C:14]3=[CH:15][C:16]4[O:20][CH2:19][O:18][C:17]=4[CH:21]=[C:13]3[O:12][CH2:11]2)[C:9]2[C:4](=[CH:5][CH:6]=[CH:7][CH:8]=2)[N:3]1[CH2:22][CH2:23][CH2:24][N:25]1C(=O)C2C(=CC=CC=2)C1=O.O.NN, predict the reaction product. The product is: [NH2:25][CH2:24][CH2:23][CH2:22][N:3]1[C:4]2[C:9](=[CH:8][CH:7]=[CH:6][CH:5]=2)[C:10]2([C:14]3=[CH:15][C:16]4[O:20][CH2:19][O:18][C:17]=4[CH:21]=[C:13]3[O:12][CH2:11]2)[C:2]1=[O:1].